This data is from Reaction yield outcomes from USPTO patents with 853,638 reactions. The task is: Predict the reaction yield, written as a fraction of the theoretical maximum amount of product (1.0 means a 100% yield; for example, 0.34 means a 34% yield). (1) The reactants are C([O-])([O-])=O.[K+].[K+].[CH2:7]([SH:9])[CH3:8].Cl[C:11]1[C:20]([N:21]2[C:29](=[O:30])[C:28]3[C:23](=[CH:24][CH:25]=[CH:26][CH:27]=3)[C:22]2=[O:31])=[C:19]([CH3:32])[C:18]2[C:13](=[CH:14][CH:15]=[CH:16][CH:17]=2)[N:12]=1. The catalyst is CN(C=O)C.O. The product is [CH2:7]([S:9][C:11]1[C:20]([N:21]2[C:29](=[O:30])[C:28]3[C:23](=[CH:24][CH:25]=[CH:26][CH:27]=3)[C:22]2=[O:31])=[C:19]([CH3:32])[C:18]2[C:13](=[CH:14][CH:15]=[CH:16][CH:17]=2)[N:12]=1)[CH3:8]. The yield is 0.780. (2) The reactants are [Br:1][C:2]1[CH:10]=[CH:9][CH:8]=[C:7]2[C:3]=1[C:4]([C:20]1[CH:25]=[C:24]([F:26])[C:23]([F:27])=[CH:22][C:21]=1O)([CH2:18][OH:19])[C:5](=[O:17])[N:6]2[CH2:11][C:12]([O:14][CH2:15][CH3:16])=[O:13].C1(CCN2C3C(=CC=CC=3)C(C3C(O)=CC4OCOC=4C=3)(CO)C2=O)CC1. No catalyst specified. The product is [Br:1][C:2]1[CH:10]=[CH:9][CH:8]=[C:7]2[C:3]=1[C:4]1([C:20]3[CH:25]=[C:24]([F:26])[C:23]([F:27])=[CH:22][C:21]=3[O:19][CH2:18]1)[C:5](=[O:17])[N:6]2[CH2:11][C:12]([O:14][CH2:15][CH3:16])=[O:13]. The yield is 0.810. (3) The reactants are O[C:2]1[CH:7]=[CH:6][C:5]([O:8][CH3:9])=[CH:4][CH:3]=1.C(N(CC)CC)C.[C:17](Cl)(=[O:24])[C:18]1[CH:23]=[CH:22][CH:21]=[CH:20][CH:19]=1.C(Cl)(Cl)Cl.[OH2:30]. The catalyst is ClCCl. The product is [C:17]([O:24][C:2]1[CH:7]=[CH:6][C:5]([O:8][CH3:9])=[CH:4][CH:3]=1)(=[O:30])[C:18]1[CH:23]=[CH:22][CH:21]=[CH:20][CH:19]=1. The yield is 0.980.